This data is from Full USPTO retrosynthesis dataset with 1.9M reactions from patents (1976-2016). The task is: Predict the reactants needed to synthesize the given product. Given the product [Cl:1][C:2]1[CH:7]=[CH:6][C:5]([S:8][C:9]2[C:10]3[C:27]([S:28]([CH3:31])(=[O:30])=[O:29])=[CH:26][CH:25]=[N:24][C:11]=3[N:12]3[C:17]=2[CH:16]([CH2:18][C:19]([OH:21])=[O:20])[CH2:15][CH2:14][CH2:13]3)=[CH:4][CH:3]=1, predict the reactants needed to synthesize it. The reactants are: [Cl:1][C:2]1[CH:7]=[CH:6][C:5]([S:8][C:9]2[C:10]3[C:27]([S:28]([CH3:31])(=[O:30])=[O:29])=[CH:26][CH:25]=[N:24][C:11]=3[N:12]3[C:17]=2[CH:16]([CH2:18][C:19]([O:21]CC)=[O:20])[CH2:15][CH2:14][CH2:13]3)=[CH:4][CH:3]=1.[OH-].[Na+].